The task is: Predict the reaction yield, written as a fraction of the theoretical maximum amount of product (1.0 means a 100% yield; for example, 0.34 means a 34% yield).. This data is from Reaction yield outcomes from USPTO patents with 853,638 reactions. (1) The reactants are [Br:1][C:2]1[CH:7]=[C:6]([C:8]([F:20])([C:16]([F:19])([F:18])[F:17])[C:9]([F:15])([F:14])[C:10]([F:13])([F:12])[F:11])[CH:5]=[C:4]([Cl:21])[C:3]=1[NH2:22].[F:23][C:24]1[C:32]([N+:33]([O-:35])=[O:34])=[CH:31][CH:30]=[CH:29][C:25]=1[C:26](O)=[O:27].C(N(CC)CC)C.O=C1N([ClH]P([ClH]N2CCOC2=O)=O)CCO1. The catalyst is ClCCl. The product is [Br:1][C:2]1[CH:7]=[C:6]([C:8]([F:20])([C:16]([F:17])([F:18])[F:19])[C:9]([F:14])([F:15])[C:10]([F:11])([F:13])[F:12])[CH:5]=[C:4]([Cl:21])[C:3]=1[NH:22][C:26](=[O:27])[C:25]1[CH:29]=[CH:30][CH:31]=[C:32]([N+:33]([O-:35])=[O:34])[C:24]=1[F:23]. The yield is 0.430. (2) The reactants are Cl[C:2]1[CH:7]=[C:6]([O:8][CH:9]([C:14]2[CH:19]=[CH:18][C:17]([F:20])=[C:16]([F:21])[CH:15]=2)[C:10]([F:13])([F:12])[F:11])[N:5]=[CH:4]N=1.B([C:25]1[CH:36]=[CH:35][C:28]([CH2:29][C@@H:30]([C:32]([OH:34])=[O:33])[NH2:31])=[CH:27][CH:26]=1)(O)O.[C:37](#N)C.C(=O)([O-])[O-].[Na+].[Na+]. The catalyst is Cl[Pd](Cl)([P](C1C=CC=CC=1)(C1C=CC=CC=1)C1C=CC=CC=1)[P](C1C=CC=CC=1)(C1C=CC=CC=1)C1C=CC=CC=1.O. The product is [NH2:31][CH:30]([CH2:29][C:28]1[CH:35]=[CH:36][C:25]([C:2]2[CH:7]=[C:6]([O:8][CH:9]([C:14]3[CH:19]=[CH:18][C:17]([F:20])=[C:16]([F:21])[CH:15]=3)[C:10]([F:13])([F:12])[F:11])[N:5]=[CH:4][CH:37]=2)=[CH:26][CH:27]=1)[C:32]([OH:34])=[O:33]. The yield is 0.210. (3) The reactants are C([O:3][C:4]([C:6]1[C:7]([C:12]2[CH:17]=[CH:16][C:15]([F:18])=[CH:14][N:13]=2)=[N:8][O:9][C:10]=1[CH3:11])=[O:5])C.[CH:19](=O)[C:20]1[CH:25]=[CH:24][CH:23]=[CH:22][CH:21]=1.CC[O-].[Na+].Cl. The catalyst is C(O)C. The product is [F:18][C:15]1[CH:16]=[CH:17][C:12]([C:7]2[C:6]([C:4]([OH:3])=[O:5])=[C:10](/[CH:11]=[CH:19]/[C:20]3[CH:25]=[CH:24][CH:23]=[CH:22][CH:21]=3)[O:9][N:8]=2)=[N:13][CH:14]=1. The yield is 0.850. (4) The reactants are [BH4-].[Na+].[C:3]1([S:9]([N:12]2[C:20]3[C:15](=[CH:16][C:17]([C:21](=O)[CH3:22])=[CH:18][CH:19]=3)[CH2:14][CH2:13]2)(=[O:11])=[O:10])[CH:8]=[CH:7][CH:6]=[CH:5][CH:4]=1.O.[OH-].[Na+]. The catalyst is C(O)(C(F)(F)F)=O. The product is [CH2:21]([C:17]1[CH:16]=[C:15]2[C:20](=[CH:19][CH:18]=1)[N:12]([S:9]([C:3]1[CH:8]=[CH:7][CH:6]=[CH:5][CH:4]=1)(=[O:11])=[O:10])[CH2:13][CH2:14]2)[CH3:22]. The yield is 0.470. (5) The reactants are Br[C:2]1[CH:19]=[CH:18][C:5]2[NH:6][CH:7]([C:10]3[C:15]([F:16])=[CH:14][CH:13]=[CH:12][C:11]=3[F:17])[CH2:8][O:9][C:4]=2[CH:3]=1.C([O-])([O-])=O.[K+].[K+].[CH3:26][C:27]1[CH:32]=[C:31]([C:33]([F:36])([F:35])[F:34])[CH:30]=[CH:29][C:28]=1B(O)O. The catalyst is O1CCOCC1.C1C=CC([P]([Pd]([P](C2C=CC=CC=2)(C2C=CC=CC=2)C2C=CC=CC=2)([P](C2C=CC=CC=2)(C2C=CC=CC=2)C2C=CC=CC=2)[P](C2C=CC=CC=2)(C2C=CC=CC=2)C2C=CC=CC=2)(C2C=CC=CC=2)C2C=CC=CC=2)=CC=1. The product is [F:17][C:11]1[CH:12]=[CH:13][CH:14]=[C:15]([F:16])[C:10]=1[CH:7]1[NH:6][C:5]2[CH:18]=[CH:19][C:2]([C:28]3[CH:29]=[CH:30][C:31]([C:33]([F:34])([F:36])[F:35])=[CH:32][C:27]=3[CH3:26])=[CH:3][C:4]=2[O:9][CH2:8]1. The yield is 0.320.